From a dataset of Forward reaction prediction with 1.9M reactions from USPTO patents (1976-2016). Predict the product of the given reaction. (1) Given the reactants [CH3:1][N:2]1[C:6]2[CH:7]=[CH:8][C:9]([C:11](O)=[O:12])=[CH:10][C:5]=2[N:4]=[C:3]1[NH:14][C:15]1[S:16][C:17]2[CH:23]=[C:22]([O:24][C:25]([F:28])([F:27])[F:26])[CH:21]=[CH:20][C:18]=2[N:19]=1.[CH3:29][O:30][CH2:31][CH:32]([NH2:34])[CH3:33].CN(C(ON1N=NC2C=CC=CC1=2)=[N+](C)C)C.F[P-](F)(F)(F)(F)F.CCN(C(C)C)C(C)C, predict the reaction product. The product is: [CH3:29][O:30][CH2:31][CH:32]([NH:34][C:11]([C:9]1[CH:8]=[CH:7][C:6]2[N:2]([CH3:1])[C:3]([NH:14][C:15]3[S:16][C:17]4[CH:23]=[C:22]([O:24][C:25]([F:28])([F:27])[F:26])[CH:21]=[CH:20][C:18]=4[N:19]=3)=[N:4][C:5]=2[CH:10]=1)=[O:12])[CH3:33]. (2) Given the reactants [CH3:1][C:2]1[CH:3]=[CH:4][C:5]([C:8]([OH:10])=[O:9])=[CH:6][CH:7]=1.[C:11]([OH:14])(=[O:13])[CH3:12].C(ON1C(=O)N(OC(=O)C)C(=O)N(OC(=O)C)C1=O)(=O)C.O=O, predict the reaction product. The product is: [C:8]([OH:10])(=[O:9])[C:5]1[CH:6]=[CH:7][C:12]([C:11]([OH:14])=[O:13])=[CH:3][CH:4]=1.[CH3:1][C:2]1[CH:3]=[CH:4][C:5]([C:8]([OH:10])=[O:9])=[CH:6][CH:7]=1. (3) The product is: [CH2:3]([N:10]1[CH2:16][CH2:15][CH2:14][N:13]([C:17]2[N:22]=[C:21]([CH3:23])[C:20]([CH:24]([CH2:29][CH2:30][CH3:31])[C:25]([OH:27])=[O:26])=[C:19]([C:32]3[CH:33]=[CH:34][C:35]([CH3:38])=[CH:36][CH:37]=3)[N:18]=2)[CH2:12][CH2:11]1)[C:4]1[CH:5]=[CH:6][CH:7]=[CH:8][CH:9]=1. Given the reactants [OH-].[Na+].[CH2:3]([N:10]1[CH2:16][CH2:15][CH2:14][N:13]([C:17]2[N:22]=[C:21]([CH3:23])[C:20]([CH:24]([CH2:29][CH2:30][CH3:31])[C:25]([O:27]C)=[O:26])=[C:19]([C:32]3[CH:37]=[CH:36][C:35]([CH3:38])=[CH:34][CH:33]=3)[N:18]=2)[CH2:12][CH2:11]1)[C:4]1[CH:9]=[CH:8][CH:7]=[CH:6][CH:5]=1, predict the reaction product.